Dataset: Retrosynthesis with 50K atom-mapped reactions and 10 reaction types from USPTO. Task: Predict the reactants needed to synthesize the given product. (1) Given the product C=CCOc1ccc(C[C@H](NC(=O)Cc2ccccc2)C(=O)N[C@@H](Cc2ccccc2)C(=O)O)cc1Cl, predict the reactants needed to synthesize it. The reactants are: C=CCOc1ccc(C[C@H](NC(=O)Cc2ccccc2)C(=O)N[C@@H](Cc2ccccc2)C(=O)OC)cc1Cl. (2) Given the product CC(C)=Cc1cccc(C#N)c1, predict the reactants needed to synthesize it. The reactants are: CCOP(=O)(Cc1cccc(C#N)c1)OCC. (3) Given the product CN1CCC(OC2c3cccc(Cc4ccccc4)c3CCn3cc(-c4ccccc4)nc32)CC1, predict the reactants needed to synthesize it. The reactants are: CC1(C)OB(Cc2ccccc2)OC1(C)C.CN1CCC(OC2c3cccc(Br)c3CCn3cc(-c4ccccc4)nc32)CC1.